Dataset: Forward reaction prediction with 1.9M reactions from USPTO patents (1976-2016). Task: Predict the product of the given reaction. (1) Given the reactants [Li+].[OH-].[NH2:3][C:4]1[C:9]([C:10]([F:13])([F:12])[F:11])=[CH:8][C:7]([CH2:14][C@@H:15]([O:36][C:37]([N:39]2[CH2:44][CH2:43][CH:42]([N:45]3[CH2:51][CH2:50][C:49]4[CH:52]=[CH:53][CH:54]=[CH:55][C:48]=4[NH:47][C:46]3=[O:56])[CH2:41][CH2:40]2)=[O:38])[C:16]([N:18]2[CH2:23][CH2:22][CH:21]([N:24]3[CH2:29][CH2:28][C:27]([CH3:35])([C:30]([O:32]CC)=[O:31])[CH2:26][CH2:25]3)[CH2:20][CH2:19]2)=[O:17])=[CH:6][C:5]=1[Cl:57], predict the reaction product. The product is: [NH2:3][C:4]1[C:9]([C:10]([F:12])([F:11])[F:13])=[CH:8][C:7]([CH2:14][C@@H:15]([O:36][C:37]([N:39]2[CH2:40][CH2:41][CH:42]([N:45]3[CH2:51][CH2:50][C:49]4[CH:52]=[CH:53][CH:54]=[CH:55][C:48]=4[NH:47][C:46]3=[O:56])[CH2:43][CH2:44]2)=[O:38])[C:16]([N:18]2[CH2:19][CH2:20][CH:21]([N:24]3[CH2:29][CH2:28][C:27]([CH3:35])([C:30]([OH:32])=[O:31])[CH2:26][CH2:25]3)[CH2:22][CH2:23]2)=[O:17])=[CH:6][C:5]=1[Cl:57]. (2) Given the reactants [N:1]1([C@@H:6]2[CH2:10][CH2:9][N:8]([C:11]3[CH:16]=[CH:15][C:14]([N:17]4[CH:26]=[CH:25][C:24]5[C:19](=[CH:20][CH:21]=[C:22]([OH:27])[CH:23]=5)[C:18]4=[O:28])=[CH:13][C:12]=3[F:29])[CH2:7]2)[CH2:5][CH2:4][CH2:3][CH2:2]1.Br[CH2:31][CH:32]1[O:36][CH2:35][CH2:34][O:33]1, predict the reaction product. The product is: [N:1]1([C@@H:6]2[CH2:10][CH2:9][N:8]([C:11]3[CH:16]=[CH:15][C:14]([N:17]4[CH:26]=[CH:25][C:24]5[C:19](=[CH:20][CH:21]=[C:22]([O:27][CH2:31][CH:32]6[O:36][CH2:35][CH2:34][O:33]6)[CH:23]=5)[C:18]4=[O:28])=[CH:13][C:12]=3[F:29])[CH2:7]2)[CH2:2][CH2:3][CH2:4][CH2:5]1.